This data is from Full USPTO retrosynthesis dataset with 1.9M reactions from patents (1976-2016). The task is: Predict the reactants needed to synthesize the given product. (1) Given the product [C:7]([O:10][C:11]1[CH:12]=[C:13]2[C:18](=[CH:19][CH:20]=1)[N:17]=[CH:16][N:15]=[C:14]2[NH:33][C:31]1[S:30][C:28]2[C:27]([N:32]=1)=[CH:26][CH:25]=[C:24]([O:23][CH3:22])[N:29]=2)(=[O:9])[CH3:8], predict the reactants needed to synthesize it. The reactants are: C(=O)([O-])[O-].[Cs+].[Cs+].[C:7]([O:10][C:11]1[CH:12]=[C:13]2[C:18](=[CH:19][CH:20]=1)[N:17]=[CH:16][N:15]=[C:14]2Cl)(=[O:9])[CH3:8].[CH3:22][O:23][C:24]1[N:29]=[C:28]2[S:30][C:31]([NH2:33])=[N:32][C:27]2=[CH:26][CH:25]=1. (2) Given the product [OH:12][C:8]1[CH:7]=[C:6]2[C:11](=[CH:10][CH:9]=1)[CH2:2][N:3]([C:25]([O:24][C:21]([CH3:23])([CH3:22])[CH3:20])=[O:26])[CH2:4][CH2:5]2, predict the reactants needed to synthesize it. The reactants are: Br.[CH2:2]1[C:11]2[C:6](=[CH:7][C:8]([OH:12])=[CH:9][CH:10]=2)[CH2:5][CH2:4][NH:3]1.CCN(CC)CC.[CH3:20][C:21]([O:24][C:25](O[C:25]([O:24][C:21]([CH3:23])([CH3:22])[CH3:20])=[O:26])=[O:26])([CH3:23])[CH3:22]. (3) Given the product [N:6]1([NH:5][C:15]([C:17]2[N:18]=[C:19]([C:32]3[CH:37]=[CH:36][C:35]([Cl:38])=[CH:34][C:33]=3[Cl:39])[N:20]([C:24]3[CH:25]=[CH:26][C:27]([O:30][CH3:31])=[CH:28][CH:29]=3)[C:21]=2[CH2:22][OH:23])=[O:14])[CH2:11][CH2:10][CH2:9][CH2:8][CH2:7]1, predict the reactants needed to synthesize it. The reactants are: [Cl-].[Al+3].[Cl-].[Cl-].[NH2:5][N:6]1[CH2:11][CH2:10][CH2:9][CH2:8][CH2:7]1.C([O:14][C:15]([C:17]1[N:18]=[C:19]([C:32]2[CH:37]=[CH:36][C:35]([Cl:38])=[CH:34][C:33]=2[Cl:39])[N:20]([C:24]2[CH:29]=[CH:28][C:27]([O:30][CH3:31])=[CH:26][CH:25]=2)[C:21]=1[CH2:22][OH:23])=O)C.O. (4) Given the product [CH3:20][C@@H:10]1[CH2:9][N:8]([C:5]2[N:4]=[C:3]([NH:21][C:22](=[O:27])[C:23]([CH3:26])([CH3:25])[CH3:24])[C:2]([O:1][CH2:37][C:38]([O:40][CH2:41][CH3:42])=[O:39])=[CH:7][CH:6]=2)[C@H:13]([C:14]2[CH:19]=[CH:18][CH:17]=[CH:16][CH:15]=2)[CH2:12][O:11]1, predict the reactants needed to synthesize it. The reactants are: [OH:1][C:2]1[C:3]([NH:21][C:22](=[O:27])[C:23]([CH3:26])([CH3:25])[CH3:24])=[N:4][C:5]([N:8]2[C@H:13]([C:14]3[CH:19]=[CH:18][CH:17]=[CH:16][CH:15]=3)[CH2:12][O:11][C@H:10]([CH3:20])[CH2:9]2)=[CH:6][CH:7]=1.[I-].[Na+].C(=O)([O-])[O-].[K+].[K+].Br[CH2:37][C:38]([O:40][CH2:41][CH3:42])=[O:39]. (5) Given the product [CH2:60]([CH:32]1[C@@H:56]([OH:57])[CH2:55][CH2:54][C@@:53]2([CH3:58])[CH:33]1[CH2:34][CH2:35][C:36]1[C@H:37]3[C@:49]([CH3:59])([CH2:50][CH2:51][C:52]=12)[C@@H:40]([C@H:41]([CH3:48])[CH2:42][CH2:43][CH:44]=[C:45]([CH3:46])[CH3:47])[CH2:39][CH2:38]3)[CH3:61], predict the reactants needed to synthesize it. The reactants are: CC1(C)[C@@H](O)CC[C@@]2(C)C1CCC1[C@H]3[C@](C)(CCC=12)[C@@H]([C@H](C)CCC=C(C)C)CC3.C[C@:32]1([CH2:60][CH3:61])[C@@H:56]([OH:57])[CH2:55][CH2:54][C@@:53]2([CH3:58])[CH:33]1[CH2:34][CH2:35][C:36]1[C@H:37]3[C@:49]([CH3:59])([CH2:50][CH2:51][C:52]=12)[C@@H:40]([C@H:41]([CH3:48])[CH2:42][CH2:43][CH:44]=[C:45]([CH3:47])[CH3:46])[CH2:39][CH2:38]3.